This data is from Catalyst prediction with 721,799 reactions and 888 catalyst types from USPTO. The task is: Predict which catalyst facilitates the given reaction. (1) Reactant: Cl[C:2]1[CH:9]=[CH:8][CH:7]=[CH:6][C:3]=1[CH:4]=O.[CH3:10]/[C:11](/[C:14]([CH3:16])=O)=[N:12]\[OH:13].O.[NH3:18]. Product: [CH3:16][C:14]1[N:18]=[C:4]([C:3]2[CH:6]=[CH:7][CH:8]=[CH:9][CH:2]=2)[N:12]([OH:13])[C:11]=1[CH3:10]. The catalyst class is: 14. (2) The catalyst class is: 3. Product: [F:1][C:2]1[CH:3]=[C:4]([CH:14]=[CH:15][CH:16]=1)[CH2:5][C:6]1[O:10][N:9]=[C:8]([C:11]([NH:30][CH2:29][CH2:28][C:23]2[C:22]3[C:26](=[CH:27][C:19]([O:18][CH3:17])=[CH:20][CH:21]=3)[NH:25][CH:24]=2)=[O:13])[CH:7]=1. Reactant: [F:1][C:2]1[CH:3]=[C:4]([CH:14]=[CH:15][CH:16]=1)[CH2:5][C:6]1[O:10][N:9]=[C:8]([C:11]([OH:13])=O)[CH:7]=1.[CH3:17][O:18][C:19]1[CH:27]=[C:26]2[C:22]([C:23]([CH2:28][CH2:29][NH2:30])=[CH:24][NH:25]2)=[CH:21][CH:20]=1.CN(C(ON1N=NC2C=CC=NC1=2)=[N+](C)C)C.F[P-](F)(F)(F)(F)F.C(N(CC)C(C)C)(C)C. (3) Reactant: Cl[C:2]1[C:7]([N+:8]([O-:10])=[O:9])=[CH:6][CH:5]=[C:4]([O:11][CH3:12])[N:3]=1.[NH2:13][CH2:14][CH:15]([OH:18])[CH2:16][OH:17]. Product: [CH3:12][O:11][C:4]1[N:3]=[C:2]([NH:13][CH2:14][CH:15]([OH:18])[CH2:16][OH:17])[C:7]([N+:8]([O-:10])=[O:9])=[CH:6][CH:5]=1. The catalyst class is: 8. (4) Reactant: [OH-].[K+].C([O:5][C:6]([C:8]1[CH:12]=[C:11]([C:13]2[CH:18]=[CH:17][CH:16]=[CH:15][CH:14]=2)[S:10][C:9]=1[Br:19])=[O:7])C. Product: [Br:19][C:9]1[S:10][C:11]([C:13]2[CH:14]=[CH:15][CH:16]=[CH:17][CH:18]=2)=[CH:12][C:8]=1[C:6]([OH:7])=[O:5]. The catalyst class is: 6. (5) Reactant: [N:1]1([C:7]2[C:16]3[C:11](=[CH:12][CH:13]=[CH:14][CH:15]=3)[N:10]=[C:9]([C:17]3[CH:22]=[CH:21][CH:20]=[CH:19][C:18]=3[OH:23])[N:8]=2)[CH2:6][CH2:5][NH:4][CH2:3][CH2:2]1.[OH:24][CH:25]([CH2:29][CH2:30]CC)[C:26]([OH:28])=O.[CH2:33](N(CC)CC)C.CN(C(ON1N=NC2C=CC=NC1=2)=[N+](C)C)C.F[P-](F)(F)(F)(F)F. Product: [OH:24][C:25]([CH3:33])([CH2:29][CH3:30])[C:26]([N:4]1[CH2:3][CH2:2][N:1]([C:7]2[C:16]3[C:11](=[CH:12][CH:13]=[CH:14][CH:15]=3)[N:10]=[C:9]([C:17]3[CH:22]=[CH:21][CH:20]=[CH:19][C:18]=3[OH:23])[N:8]=2)[CH2:6][CH2:5]1)=[O:28]. The catalyst class is: 3. (6) Reactant: C[O:2][C:3](=[O:33])[CH2:4][CH:5]1[CH2:13][C:12]2[C:7](=[CH:8][CH:9]=[CH:10][C:11]=2[S:14]([N:17]2[CH2:22][CH2:21][N:20]([C:23]3[CH:28]=[CH:27][C:26]([C:29]([F:32])([F:31])[F:30])=[CH:25][CH:24]=3)[CH2:19][CH2:18]2)(=[O:16])=[O:15])[CH2:6]1. Product: [F:32][C:29]([F:30])([F:31])[C:26]1[CH:27]=[CH:28][C:23]([N:20]2[CH2:19][CH2:18][N:17]([S:14]([C:11]3[CH:10]=[CH:9][CH:8]=[C:7]4[C:12]=3[CH2:13][CH:5]([CH2:4][C:3]([OH:33])=[O:2])[CH2:6]4)(=[O:15])=[O:16])[CH2:22][CH2:21]2)=[CH:24][CH:25]=1. The catalyst class is: 15. (7) Reactant: Br[C:2]1[CH:3]=[C:4]([CH:16]=[C:17]([Cl:19])[CH:18]=1)[O:5][C:6]1[C:14]2[N:13]=[CH:12][NH:11][C:10]=2[CH:9]=[CH:8][C:7]=1[Cl:15].[CH3:20][N:21](C=O)C. Product: [Cl:19][C:17]1[CH:18]=[C:2]([CH:3]=[C:4]([O:5][C:6]2[C:14]3[N:13]=[CH:12][NH:11][C:10]=3[CH:9]=[CH:8][C:7]=2[Cl:15])[CH:16]=1)[C:20]#[N:21]. The catalyst class is: 507. (8) Reactant: Br[C:2]1[CH:20]=[CH:19][C:5]([C:6]([NH:8][C:9]2[CH:18]=[CH:17][C:12]3[O:13][CH2:14][CH2:15][O:16][C:11]=3[CH:10]=2)=[O:7])=[CH:4][CH:3]=1.[S:21]1[CH:25]=[CH:24][CH:23]=[C:22]1B(O)O.C([O-])([O-])=O.[Na+].[Na+].CCO. Product: [O:13]1[C:12]2[CH:17]=[CH:18][C:9]([NH:8][C:6](=[O:7])[C:5]3[CH:19]=[CH:20][C:2]([C:22]4[S:21][CH:25]=[CH:24][CH:23]=4)=[CH:3][CH:4]=3)=[CH:10][C:11]=2[O:16][CH2:15][CH2:14]1. The catalyst class is: 752.